From a dataset of Reaction yield outcomes from USPTO patents with 853,638 reactions. Predict the reaction yield, written as a fraction of the theoretical maximum amount of product (1.0 means a 100% yield; for example, 0.34 means a 34% yield). (1) The reactants are P(Br)(Br)[Br:2].O[CH2:6][CH2:7][O:8][C:9]1[CH:10]=[CH:11][C:12]([C:25]2[NH:34][C:33](=[O:35])[C:32]3[C:27](=[CH:28][C:29]([O:38][CH3:39])=[CH:30][C:31]=3[O:36][CH3:37])[N:26]=2)=[N:13][C:14]=1[C:15]1[CH:20]=[CH:19][CH:18]=[CH:17][C:16]=1[S:21]([CH3:24])(=[O:23])=[O:22].C([O-])([O-])=O.[Na+].[Na+]. The catalyst is CN(C)C=O.O. The product is [Br:2][CH2:6][CH2:7][O:8][C:9]1[CH:10]=[CH:11][C:12]([C:25]2[NH:34][C:33](=[O:35])[C:32]3[C:27](=[CH:28][C:29]([O:38][CH3:39])=[CH:30][C:31]=3[O:36][CH3:37])[N:26]=2)=[N:13][C:14]=1[C:15]1[CH:20]=[CH:19][CH:18]=[CH:17][C:16]=1[S:21]([CH3:24])(=[O:23])=[O:22]. The yield is 0.740. (2) The reactants are C([O:8][CH2:9][CH2:10][CH2:11][CH2:12][CH2:13][CH2:14][O:15][CH2:16][C:17]([C:20]1[CH:21]=[C:22]([N:26]2[C:30](=[O:31])[CH2:29][NH:28][C:27]2=[O:32])[CH:23]=[CH:24][CH:25]=1)([F:19])[F:18])C1C=CC=CC=1. The catalyst is C(O)C.[Pd]. The product is [F:19][C:17]([C:20]1[CH:21]=[C:22]([N:26]2[C:30](=[O:31])[CH2:29][NH:28][C:27]2=[O:32])[CH:23]=[CH:24][CH:25]=1)([F:18])[CH2:16][O:15][CH2:14][CH2:13][CH2:12][CH2:11][CH2:10][CH2:9][OH:8]. The yield is 0.960.